Predict which catalyst facilitates the given reaction. From a dataset of Catalyst prediction with 721,799 reactions and 888 catalyst types from USPTO. (1) Product: [F:7][C:8]1[CH:9]=[C:10]2[C:14](=[CH:15][C:16]=1[F:17])[CH:13]([OH:18])[CH:12]([CH2:19][CH:20]([CH2:21][OH:22])[CH2:25][CH2:26][CH2:27][CH2:28][CH3:29])[CH2:11]2. Reactant: [H-].[Al+3].[Li+].[H-].[H-].[H-].[F:7][C:8]1[CH:9]=[C:10]2[C:14](=[CH:15][C:16]=1[F:17])[C:13](=[O:18])[CH:12]([CH2:19][CH:20]([CH2:25][CH2:26][CH2:27][CH2:28][CH3:29])[C:21](OC)=[O:22])[CH2:11]2.Cl. The catalyst class is: 1. (2) Reactant: C([O:3][C:4](=[O:29])[CH:5]([C:23]1[CH:28]=[CH:27][CH:26]=[CH:25][CH:24]=1)[N:6]1[CH:11]=[CH:10][CH:9]=[C:8]([C:12]2[CH:17]=[CH:16][C:15]([C:18]([F:21])([F:20])[F:19])=[CH:14][CH:13]=2)[C:7]1=[O:22])C.[OH-].[Li+]. Product: [O:22]=[C:7]1[C:8]([C:12]2[CH:13]=[CH:14][C:15]([C:18]([F:20])([F:19])[F:21])=[CH:16][CH:17]=2)=[CH:9][CH:10]=[CH:11][N:6]1[CH:5]([C:23]1[CH:28]=[CH:27][CH:26]=[CH:25][CH:24]=1)[C:4]([OH:29])=[O:3]. The catalyst class is: 38. (3) Reactant: Br[C:2]1[CH:7]=[CH:6][CH:5]=[C:4]([Br:8])[CH:3]=1.[F:9][C:10]1[CH:20]=[CH:19][C:13]([O:14][CH:15]2[CH2:18][NH:17][CH2:16]2)=[CH:12][CH:11]=1.C1(C)C=CC=CC=1.C(=O)([O-])[O-].[Cs+].[Cs+].C1C=CC(P(C2C(C3C(P(C4C=CC=CC=4)C4C=CC=CC=4)=CC=C4C=3C=CC=C4)=C3C(C=CC=C3)=CC=2)C2C=CC=CC=2)=CC=1. Product: [Br:8][C:4]1[CH:3]=[C:2]([N:17]2[CH2:18][CH:15]([O:14][C:13]3[CH:12]=[CH:11][C:10]([F:9])=[CH:20][CH:19]=3)[CH2:16]2)[CH:7]=[CH:6][CH:5]=1. The catalyst class is: 110. (4) Reactant: [CH:1]([N:4]1[CH:9]2[CH2:10][CH2:11][CH:5]1[CH2:6][C:7](=O)[CH2:8]2)([CH3:3])[CH3:2].N1C=CC=CC=1.Cl.[NH2:20][OH:21]. Product: [CH:1]([N:4]1[CH:9]2[CH2:10][CH2:11][CH:5]1[CH2:6][C:7](=[N:20][OH:21])[CH2:8]2)([CH3:3])[CH3:2]. The catalyst class is: 8. (5) Reactant: C[O:2][C:3]1[C:4](=O)[CH:5]([C:11](=O)[C:12]([O:14][CH2:15][CH3:16])=[O:13])[CH2:6][C:7]([CH3:10])([CH3:9])[CH:8]=1.[CH3:19][NH:20][NH2:21].[C:22](O)(=[O:24])C. The catalyst class is: 6. Product: [OH:24][CH:22]=[C:8]1[C:3](=[O:2])[C:4]2[N:20]([CH3:19])[N:21]=[C:11]([C:12]([O:14][CH2:15][CH3:16])=[O:13])[C:5]=2[CH2:6][C:7]1([CH3:10])[CH3:9]. (6) The catalyst class is: 1. Product: [CH2:1]([O:3][C:4]([C:6]1[CH2:10][CH2:9][CH2:8][C:7]=1[C:11]1[C:19]2[C:14](=[CH:15][CH:16]=[C:17]([C:20]#[N:21])[CH:18]=2)[NH:13][CH:12]=1)=[O:5])[CH3:2]. Reactant: [CH2:1]([O:3][C:4]([C:6]1[CH2:10][CH2:9][CH2:8][C:7]=1[C:11]1[C:19]2[C:14](=[CH:15][CH:16]=[C:17]([C:20]#[N:21])[CH:18]=2)[N:13](S(C2C=CC(C)=CC=2)(=O)=O)[CH:12]=1)=[O:5])[CH3:2].[OH-].[Na+].